From a dataset of Reaction yield outcomes from USPTO patents with 853,638 reactions. Predict the reaction yield, written as a fraction of the theoretical maximum amount of product (1.0 means a 100% yield; for example, 0.34 means a 34% yield). (1) The reactants are [C:1]1(/[CH:7]=[CH:8]/[C:9]2[CH:14]=[CH:13][C:12]([C@@H:15]3[N:19]([C:20]([O:22][C:23]([CH3:26])([CH3:25])[CH3:24])=[O:21])[C@H:18]([C:27]([O:29][CH3:30])=[O:28])[CH2:17][CH2:16]3)=[CH:11][CH:10]=2)[CH:6]=[CH:5][CH:4]=[CH:3][CH:2]=1. The catalyst is CO.[Pd]. The product is [C:1]1([CH2:7][CH2:8][C:9]2[CH:14]=[CH:13][C:12]([C@@H:15]3[N:19]([C:20]([O:22][C:23]([CH3:26])([CH3:25])[CH3:24])=[O:21])[C@H:18]([C:27]([O:29][CH3:30])=[O:28])[CH2:17][CH2:16]3)=[CH:11][CH:10]=2)[CH:6]=[CH:5][CH:4]=[CH:3][CH:2]=1. The yield is 0.920. (2) The reactants are [F:1][C:2]1[C:3]([NH:19][C:20]2[CH:25]=[CH:24][C:23]([I:26])=[CH:22][C:21]=2[F:27])=[C:4]([C:9]([N:11]2[CH2:14][C:13]([CH:16]([OH:18])[CH3:17])([OH:15])[CH2:12]2)=[O:10])[CH:5]=[CH:6][C:7]=1[F:8].[CH:28]([C:31]1[CH:36]=[C:35]([CH:37]([CH3:39])[CH3:38])[CH:34]=[C:33]([CH:40]([CH3:42])[CH3:41])[C:32]=1[S:43](Cl)(=[O:45])=[O:44])([CH3:30])[CH3:29].C(N(CC)CC)C. The catalyst is ClCCl.CN(C)C1C=CN=CC=1. The product is [CH3:30][CH:28]([C:31]1[CH:36]=[C:35]([CH:37]([CH3:38])[CH3:39])[CH:34]=[C:33]([CH:40]([CH3:42])[CH3:41])[C:32]=1[S:43]([O:18][CH:16]([C:13]1([OH:15])[CH2:14][N:11]([C:9]([C:4]2[CH:5]=[CH:6][C:7]([F:8])=[C:2]([F:1])[C:3]=2[NH:19][C:20]2[CH:25]=[CH:24][C:23]([I:26])=[CH:22][C:21]=2[F:27])=[O:10])[CH2:12]1)[CH3:17])(=[O:44])=[O:45])[CH3:29]. The yield is 0.490. (3) The reactants are CC(C)=CCN1C=C[C:7]([N+:10]([O-:12])=[O:11])=[N:6]1.C[N+:15]1([O-])[CH2:20][CH2:19][O:18][CH2:17][CH2:16]1.[CH3:22][C:23]([CH3:25])=[O:24].O. The catalyst is C(OCC)(=O)C.[Os](=O)(=O)(=O)=O.O. The product is [CH3:22][C:23]([OH:24])([CH3:25])[CH:19]([OH:18])[CH2:20][N:15]1[CH:16]=[CH:17][C:7]([N+:10]([O-:12])=[O:11])=[N:6]1. The yield is 0.760.